This data is from Peptide-MHC class I binding affinity with 185,985 pairs from IEDB/IMGT. The task is: Regression. Given a peptide amino acid sequence and an MHC pseudo amino acid sequence, predict their binding affinity value. This is MHC class I binding data. The binding affinity (normalized) is 0.307. The MHC is HLA-A02:01 with pseudo-sequence HLA-A02:01. The peptide sequence is AVEVGSIRCV.